Dataset: Reaction yield outcomes from USPTO patents with 853,638 reactions. Task: Predict the reaction yield, written as a fraction of the theoretical maximum amount of product (1.0 means a 100% yield; for example, 0.34 means a 34% yield). (1) The reactants are [CH2:1]([O:3][C:4]1[CH:5]=[CH:6][C:7]([N+:16]([O-])=O)=[C:8]([N:10]2[CH2:15][CH2:14][CH2:13][CH2:12][CH2:11]2)[CH:9]=1)[CH3:2]. The catalyst is [Pd]. The product is [CH2:1]([O:3][C:4]1[CH:5]=[CH:6][C:7]([NH2:16])=[C:8]([N:10]2[CH2:15][CH2:14][CH2:13][CH2:12][CH2:11]2)[CH:9]=1)[CH3:2]. The yield is 0.940. (2) The reactants are C[Mg]Br.[F:4][C:5]([F:10])([F:9])[C:6]([OH:8])=[O:7].[Cl:11][C:12]1[N:13]=[CH:14][N:15]([C:17]2[CH:22]=[CH:21][C:20]([NH:23][C:24]3[N:41]=[C:27]4[CH:28]([C:34]5[CH:39]=[CH:38][C:37]([F:40])=[CH:36][CH:35]=5)[CH2:29][C:30](=[O:33])[CH2:31][CH2:32][N:26]4[N:25]=3)=[CH:19][C:18]=2[O:42][CH3:43])[CH:16]=1.[C:44](O)(C(F)(F)F)=O. The catalyst is C1COCC1.[Cu]I. The product is [F:4][C:5]([F:10])([F:9])[C:6]([OH:8])=[O:7].[Cl:11][C:12]1[N:13]=[CH:14][N:15]([C:17]2[CH:22]=[CH:21][C:20]([NH:23][C:24]3[N:41]=[C:27]4[C@@H:28]([C:34]5[CH:39]=[CH:38][C:37]([F:40])=[CH:36][CH:35]=5)[CH2:29][C@@:30]([CH3:44])([OH:33])[CH2:31][CH2:32][N:26]4[N:25]=3)=[CH:19][C:18]=2[O:42][CH3:43])[CH:16]=1. The yield is 0.170.